This data is from Reaction yield outcomes from USPTO patents with 853,638 reactions. The task is: Predict the reaction yield, written as a fraction of the theoretical maximum amount of product (1.0 means a 100% yield; for example, 0.34 means a 34% yield). The yield is 0.716. The product is [Br:18][C:19]1[C:20]([N:5]2[CH2:6][CH2:7][C:2]([CH3:8])([CH3:1])[CH2:3][CH2:4]2)=[C:21]([C:27](=[O:33])[C:28]([O:30][CH2:31][CH3:32])=[O:29])[C:22]([CH3:26])=[N:23][C:24]=1[CH3:25]. The reactants are [CH3:1][C:2]1([CH3:8])[CH2:7][CH2:6][NH:5][CH2:4][CH2:3]1.CCN(C(C)C)C(C)C.[Br:18][C:19]1[C:20](Cl)=[C:21]([C:27](=[O:33])[C:28]([O:30][CH2:31][CH3:32])=[O:29])[C:22]([CH3:26])=[N:23][C:24]=1[CH3:25]. The catalyst is CC#N.